This data is from Full USPTO retrosynthesis dataset with 1.9M reactions from patents (1976-2016). The task is: Predict the reactants needed to synthesize the given product. (1) Given the product [OH:24][CH2:23][C@H:22]([NH:25][C:34]([CH:28]1[CH2:33][CH2:32][CH2:31][CH2:30][CH2:29]1)=[O:35])[C@H:21]([OH:26])/[CH:20]=[CH:19]/[CH2:18][CH2:17][CH2:16][CH2:15][CH2:14][CH2:13][CH2:12][CH2:11][CH2:10][CH2:9][CH2:8][CH2:7][CH3:6], predict the reactants needed to synthesize it. The reactants are: C(O)(C)(C)C.[CH3:6][CH2:7][CH2:8][CH2:9][CH2:10][CH2:11][CH2:12][CH2:13][CH2:14][CH2:15][CH2:16][CH2:17][CH2:18]/[CH:19]=[CH:20]/[C@@H:21]([OH:26])[C@@H:22]([NH2:25])[CH2:23][OH:24].Cl.[CH:28]1([C:34](O)=[O:35])[CH2:33][CH2:32][CH2:31][CH2:30][CH2:29]1.C1(N=C=NC2CCCCC2)CCCCC1.CN1CCOCC1. (2) Given the product [Cl:9][C:6]1[C:7]([CH3:8])=[C:2]([B:30]2[O:31][C:32]([CH3:34])([CH3:33])[C:28]([CH3:44])([CH3:27])[O:29]2)[C:3]([O:20][CH3:21])=[C:4]([CH:10]([NH:12][C:13](=[O:19])[O:14][C:15]([CH3:18])([CH3:17])[CH3:16])[CH3:11])[CH:5]=1, predict the reactants needed to synthesize it. The reactants are: Br[C:2]1[C:3]([O:20][CH3:21])=[C:4]([CH:10]([NH:12][C:13](=[O:19])[O:14][C:15]([CH3:18])([CH3:17])[CH3:16])[CH3:11])[CH:5]=[C:6]([Cl:9])[C:7]=1[CH3:8].C([O-])(=O)C.[K+].[CH3:27][C:28]1([CH3:44])[C:32]([CH3:34])([CH3:33])[O:31][B:30]([B:30]2[O:31][C:32]([CH3:34])([CH3:33])[C:28]([CH3:44])([CH3:27])[O:29]2)[O:29]1.CS(C)=O.ClCCl. (3) Given the product [ClH:3].[ClH:1].[Cl:3][C:4]1[CH:9]=[CH:8][C:7]([NH:10][C:11]([N:13]2[CH2:18][CH2:17][N:16]([CH3:27])[CH2:15][CH:14]2[CH2:19][O:20][C:21]2[CH:22]=[N:23][CH:24]=[CH:25][CH:26]=2)=[O:12])=[CH:6][CH:5]=1, predict the reactants needed to synthesize it. The reactants are: [ClH:1].Cl.[Cl:3][C:4]1[CH:9]=[CH:8][C:7]([NH:10][C:11]([N:13]2[CH2:18][CH2:17][NH:16][CH2:15][CH:14]2[CH2:19][O:20][C:21]2[CH:22]=[N:23][CH:24]=[CH:25][CH:26]=2)=[O:12])=[CH:6][CH:5]=1.[CH:27](O)=O.[OH-].[Na+].